Dataset: Full USPTO retrosynthesis dataset with 1.9M reactions from patents (1976-2016). Task: Predict the reactants needed to synthesize the given product. (1) Given the product [Cl:1][C:2]1[CH:7]=[C:6]([N+:11]([O-:13])=[O:12])[C:5]([F:8])=[CH:4][C:3]=1[O:9][CH3:10], predict the reactants needed to synthesize it. The reactants are: [Cl:1][C:2]1[CH:7]=[CH:6][C:5]([F:8])=[CH:4][C:3]=1[O:9][CH3:10].[N+:11]([O-])([O-:13])=[O:12].[K+]. (2) Given the product [C:1]([C:3]1[N:8]=[C:7]([C:9]2[CH:14]=[CH:13][CH:12]=[C:11]([C:15]([O:17][CH2:23][CH2:22][Si:19]([CH3:21])([CH3:20])[CH3:18])=[O:16])[N:10]=2)[CH:6]=[CH:5][CH:4]=1)#[N:2], predict the reactants needed to synthesize it. The reactants are: [C:1]([C:3]1[N:8]=[C:7]([C:9]2[CH:14]=[CH:13][CH:12]=[C:11]([C:15]([OH:17])=[O:16])[N:10]=2)[CH:6]=[CH:5][CH:4]=1)#[N:2].[CH3:18][Si:19]([CH:22](O)[CH3:23])([CH3:21])[CH3:20].C1CCC(N=C=NC2CCCCC2)CC1. (3) Given the product [Cl:1][C:2]1[CH:3]=[C:4]([N:9]2[C:13]([C:14]3[CH:19]=[C:18]([O:20][CH:21]([F:23])[F:22])[CH:17]=[C:16]([F:25])[CH:15]=3)=[CH:12][C:11]([C:26]([OH:28])=[O:27])=[N:10]2)[CH:5]=[CH:6][C:7]=1[F:8], predict the reactants needed to synthesize it. The reactants are: [Cl:1][C:2]1[CH:3]=[C:4]([N:9]2[C:13]([C:14]3[CH:19]=[C:18]([O:20][C:21](F)([F:23])[F:22])[CH:17]=[C:16]([F:25])[CH:15]=3)=[CH:12][C:11]([C:26]([OH:28])=[O:27])=[N:10]2)[CH:5]=[CH:6][C:7]=1[F:8].O.[OH-].[Li+]. (4) Given the product [CH2:5]([C:4]1[C:3]([CH2:22][CH2:23][CH2:24][CH2:25][CH2:26][CH2:27][CH2:28][CH2:29]/[CH:30]=[CH:31]\[CH2:32]/[CH:33]=[CH:34]\[CH2:35][CH2:36][CH2:37][CH2:38][CH3:39])=[C:2]([CH:9]=[CH:8][CH:7]=1)[CH:11]=[O:14])[CH2:22][CH2:23][CH2:24][CH2:25][CH2:26][CH2:27][CH2:28]/[CH:29]=[CH:30]\[CH2:31]/[CH:32]=[CH:33]\[CH2:34][CH2:35][CH2:36][CH2:37][CH3:38], predict the reactants needed to synthesize it. The reactants are: O[C:2]1[CH:3]=[C:4]([CH:7]=[CH:8][C:9]=1O)[CH:5]=O.[C:11](=[O:14])([O-])[O-].[Cs+].[Cs+].S(O[CH2:22][CH2:23][CH2:24][CH2:25][CH2:26][CH2:27][CH2:28][CH2:29]/[CH:30]=[CH:31]\[CH2:32]/[CH:33]=[CH:34]\[CH2:35][CH2:36][CH2:37][CH2:38][CH3:39])(=O)(=O)C. (5) Given the product [Cl:26][C:2]1[C:11]2[C:6](=[CH:7][C:8]([O:14][CH2:15][CH2:16][O:17][CH3:18])=[C:9]([O:12][CH3:13])[CH:10]=2)[N:5]=[N:4][CH:3]=1, predict the reactants needed to synthesize it. The reactants are: O[C:2]1[C:11]2[C:6](=[CH:7][C:8]([O:14][CH2:15][CH2:16][O:17][CH3:18])=[C:9]([O:12][CH3:13])[CH:10]=2)[N:5]=[N:4][CH:3]=1.CN(C=O)C.S(Cl)([Cl:26])=O.